Regression. Given two drug SMILES strings and cell line genomic features, predict the synergy score measuring deviation from expected non-interaction effect. From a dataset of NCI-60 drug combinations with 297,098 pairs across 59 cell lines. (1) Drug 1: CCC1=CC2CC(C3=C(CN(C2)C1)C4=CC=CC=C4N3)(C5=C(C=C6C(=C5)C78CCN9C7C(C=CC9)(C(C(C8N6C)(C(=O)OC)O)OC(=O)C)CC)OC)C(=O)OC.C(C(C(=O)O)O)(C(=O)O)O. Drug 2: CS(=O)(=O)OCCCCOS(=O)(=O)C. Cell line: SK-MEL-28. Synergy scores: CSS=29.4, Synergy_ZIP=3.12, Synergy_Bliss=6.37, Synergy_Loewe=-42.7, Synergy_HSA=2.31. (2) Synergy scores: CSS=36.3, Synergy_ZIP=-0.716, Synergy_Bliss=-3.51, Synergy_Loewe=-33.7, Synergy_HSA=-3.97. Drug 1: C1CC(=O)NC(=O)C1N2C(=O)C3=CC=CC=C3C2=O. Cell line: SNB-19. Drug 2: CC1C(C(CC(O1)OC2CC(CC3=C2C(=C4C(=C3O)C(=O)C5=C(C4=O)C(=CC=C5)OC)O)(C(=O)CO)O)N)O.Cl.